This data is from Forward reaction prediction with 1.9M reactions from USPTO patents (1976-2016). The task is: Predict the product of the given reaction. (1) Given the reactants [Br:1][C:2]1[CH:3]=[C:4]2[C:9](=[CH:10][C:11]=1[OH:12])[O:8][C:7](=[O:13])[CH2:6][CH2:5]2.N(C(OCC)=O)=N[C:16](OCC)=O.C1(P(C2C=CC=CC=2)C2C=CC=CC=2)C=CC=CC=1.CO, predict the reaction product. The product is: [Br:1][C:2]1[CH:3]=[C:4]2[C:9](=[CH:10][C:11]=1[O:12][CH3:16])[O:8][C:7](=[O:13])[CH2:6][CH2:5]2. (2) Given the reactants Br[C:2]1[C:11]2[C:6](=[CH:7][CH:8]=[CH:9][CH:10]=2)[CH:5]=[C:4]([NH2:12])[N:3]=1.[C:13](B1OC(C)(C)C(C)(C)O1)([CH3:15])=[CH2:14], predict the reaction product. The product is: [CH:13]([C:2]1[C:11]2[C:6](=[CH:7][CH:8]=[CH:9][CH:10]=2)[CH:5]=[C:4]([NH2:12])[N:3]=1)([CH3:15])[CH3:14]. (3) Given the reactants [Cl:1][C:2]1[N:7]=[C:6](Cl)[CH:5]=[C:4]([CH2:9][S:10]([CH3:13])(=[O:12])=[O:11])[N:3]=1.C(N(CC)CC)C.[CH3:21][C@H:22]1[CH2:27][O:26][CH2:25][CH2:24][NH:23]1, predict the reaction product. The product is: [Cl:1][C:2]1[N:7]=[C:6]([N:23]2[CH2:24][CH2:25][O:26][CH2:27][C@@H:22]2[CH3:21])[CH:5]=[C:4]([CH2:9][S:10]([CH3:13])(=[O:12])=[O:11])[N:3]=1. (4) Given the reactants Br[C:2]1[N:3]=[C:4]([NH:10][C:11]2[CH:12]=[N:13][C:14]([N:17]3[CH2:22][CH2:21][N:20]([CH3:23])[CH2:19][CH2:18]3)=[CH:15][CH:16]=2)[C:5](=[O:9])[N:6]([CH3:8])[CH:7]=1.[C:24]([O:27][CH2:28][C:29]1[C:34]([N:35]2[CH2:47][CH2:46][N:38]3[C:39]4[CH2:40][CH2:41][CH2:42][CH2:43][C:44]=4[CH:45]=[C:37]3[C:36]2=[O:48])=[CH:33][C:32]([F:49])=[CH:31][C:30]=1B1OC(C)(C)C(C)(C)O1)(=[O:26])[CH3:25].CC([O-])=O.[Na+], predict the reaction product. The product is: [C:24]([O:27][CH2:28][C:29]1[C:34]([N:35]2[CH2:47][CH2:46][N:38]3[C:39]4[CH2:40][CH2:41][CH2:42][CH2:43][C:44]=4[CH:45]=[C:37]3[C:36]2=[O:48])=[CH:33][C:32]([F:49])=[CH:31][C:30]=1[C:2]1[N:3]=[C:4]([NH:10][C:11]2[CH:12]=[N:13][C:14]([N:17]3[CH2:22][CH2:21][N:20]([CH3:23])[CH2:19][CH2:18]3)=[CH:15][CH:16]=2)[C:5](=[O:9])[N:6]([CH3:8])[CH:7]=1)(=[O:26])[CH3:25]. (5) Given the reactants [NH2:1][C@H:2]1[CH2:6][CH2:5][C@H:4]([C:7]2[O:11][N:10]=[C:9]([CH:12]([C:14]3[CH:19]=[CH:18][C:17]([CH3:20])=[CH:16][CH:15]=3)[OH:13])[N:8]=2)[CH2:3]1.CCN(C(C)C)C(C)C.Cl[C:31]1[N:36]=[CH:35][N:34]=[C:33]2[N:37](C3CCCCO3)[N:38]=[CH:39][C:32]=12, predict the reaction product. The product is: [CH3:20][C:17]1[CH:18]=[CH:19][C:14]([CH:12]([C:9]2[N:8]=[C:7]([C@H:4]3[CH2:5][CH2:6][C@H:2]([NH:1][C:31]4[N:36]=[CH:35][N:34]=[C:33]5[NH:37][N:38]=[CH:39][C:32]=45)[CH2:3]3)[O:11][N:10]=2)[OH:13])=[CH:15][CH:16]=1. (6) Given the reactants [Cl:1][C:2]1[CH:3]=[C:4]([NH:10]C2N=C(NC3CCCCCC3)N=C(N(C)C3CCN(C)CC3)N=2)[CH:5]=[CH:6][C:7]=1[O:8][CH3:9].[N:34]1[C:41]([Cl:42])=[N:40][C:38]([Cl:39])=[N:37][C:35]=1Cl.ClC1C=C(C=CC=1OC)N.[OH-].[Na+], predict the reaction product. The product is: [Cl:1][C:2]1[CH:3]=[C:4]([NH:10][C:35]2[N:34]=[C:41]([Cl:42])[N:40]=[C:38]([Cl:39])[N:37]=2)[CH:5]=[CH:6][C:7]=1[O:8][CH3:9].